From a dataset of CYP2D6 inhibition data for predicting drug metabolism from PubChem BioAssay. Regression/Classification. Given a drug SMILES string, predict its absorption, distribution, metabolism, or excretion properties. Task type varies by dataset: regression for continuous measurements (e.g., permeability, clearance, half-life) or binary classification for categorical outcomes (e.g., BBB penetration, CYP inhibition). Dataset: cyp2d6_veith. (1) The molecule is CCNc1ncc2nc(-c3cccs3)c(=O)n(Cc3cccs3)c2n1. The result is 0 (non-inhibitor). (2) The compound is O=C(N/N=C1/C[C@@H](O)[C@@H](O)[C@@H]2[C@@H]3C(=O)N(Cc4ccccc4)C(=O)[C@H]3CC[C@@H]12)OCc1ccccc1. The result is 0 (non-inhibitor). (3) The drug is CC(=O)N1CCC2(CCN(Cc3ccc(C#N)cc3)CC2)CC1. The result is 0 (non-inhibitor). (4) The drug is COc1ccc(-c2nc3cnc(Oc4cccc(Cl)c4)nc3n(C[C@H]3CCCO3)c2=O)cc1. The result is 0 (non-inhibitor).